Dataset: Merck oncology drug combination screen with 23,052 pairs across 39 cell lines. Task: Regression. Given two drug SMILES strings and cell line genomic features, predict the synergy score measuring deviation from expected non-interaction effect. (1) Drug 1: C=CCn1c(=O)c2cnc(Nc3ccc(N4CCN(C)CC4)cc3)nc2n1-c1cccc(C(C)(C)O)n1. Drug 2: CCC1(O)C(=O)OCc2c1cc1n(c2=O)Cc2cc3c(CN(C)C)c(O)ccc3nc2-1. Cell line: LOVO. Synergy scores: synergy=1.53. (2) Drug 1: NC1(c2ccc(-c3nc4ccn5c(=O)[nH]nc5c4cc3-c3ccccc3)cc2)CCC1. Drug 2: Cc1nc(Nc2ncc(C(=O)Nc3c(C)cccc3Cl)s2)cc(N2CCN(CCO)CC2)n1. Cell line: T47D. Synergy scores: synergy=19.0. (3) Drug 1: COC12C(COC(N)=O)C3=C(C(=O)C(C)=C(N)C3=O)N1CC1NC12. Drug 2: N#Cc1ccc(Cn2cncc2CN2CCN(c3cccc(Cl)c3)C(=O)C2)cc1. Cell line: T47D. Synergy scores: synergy=-16.4. (4) Drug 1: Cn1nnc2c(C(N)=O)ncn2c1=O. Drug 2: O=C(O)C1(Cc2cccc(Nc3nccs3)n2)CCC(Oc2cccc(Cl)c2F)CC1. Cell line: RPMI7951. Synergy scores: synergy=7.30. (5) Drug 1: Nc1ccn(C2OC(CO)C(O)C2(F)F)c(=O)n1. Drug 2: NC(=O)c1cccc2cn(-c3ccc(C4CCCNC4)cc3)nc12. Cell line: CAOV3. Synergy scores: synergy=0.105. (6) Drug 1: CCC1=CC2CN(C1)Cc1c([nH]c3ccccc13)C(C(=O)OC)(c1cc3c(cc1OC)N(C)C1C(O)(C(=O)OC)C(OC(C)=O)C4(CC)C=CCN5CCC31C54)C2. Drug 2: O=C(O)C1(Cc2cccc(Nc3nccs3)n2)CCC(Oc2cccc(Cl)c2F)CC1. Cell line: CAOV3. Synergy scores: synergy=-19.7. (7) Drug 1: COC12C(COC(N)=O)C3=C(C(=O)C(C)=C(N)C3=O)N1CC1NC12. Drug 2: Cn1cc(-c2cnn3c(N)c(Br)c(C4CCCNC4)nc23)cn1. Cell line: A427. Synergy scores: synergy=35.5.